Dataset: Forward reaction prediction with 1.9M reactions from USPTO patents (1976-2016). Task: Predict the product of the given reaction. (1) Given the reactants [C:1]([N:4]1[CH2:9][CH2:8][NH:7][CH2:6][CH2:5]1)(=[O:3])[CH3:2].Cl[C:11]1[N:16]=[C:15]([C:17]2[N:18]([CH3:26])[C:19]3[C:24]([CH:25]=2)=[CH:23][CH:22]=[CH:21][CH:20]=3)[N:14]=[C:13]([NH:27][C:28]2[CH:32]=[C:31]([CH3:33])[NH:30][N:29]=2)[CH:12]=1, predict the reaction product. The product is: [CH3:33][C:31]1[NH:30][N:29]=[C:28]([NH:27][C:13]2[N:14]=[C:15]([C:17]3[N:18]([CH3:26])[C:19]4[C:24]([CH:25]=3)=[CH:23][CH:22]=[CH:21][CH:20]=4)[N:16]=[C:11]([N:7]3[CH2:8][CH2:9][N:4]([C:1](=[O:3])[CH3:2])[CH2:5][CH2:6]3)[CH:12]=2)[CH:32]=1. (2) Given the reactants Br[C:2]1[CH:3]=[C:4]([C:8]2([C:19]3[CH:24]=[CH:23][N:22]=[CH:21][CH:20]=3)[C:16]3[C:11](=[C:12]([F:17])[CH:13]=[CH:14][CH:15]=3)[C:10]([NH2:18])=[N:9]2)[CH:5]=[CH:6][CH:7]=1.[F:25][C:26]1[C:31]([O:32][CH3:33])=[CH:30][CH:29]=[CH:28][C:27]=1B(O)O, predict the reaction product. The product is: [F:17][C:12]1[CH:13]=[CH:14][CH:15]=[C:16]2[C:11]=1[C:10]([NH2:18])=[N:9][C:8]2([C:4]1[CH:3]=[C:2]([C:27]2[CH:28]=[CH:29][CH:30]=[C:31]([O:32][CH3:33])[C:26]=2[F:25])[CH:7]=[CH:6][CH:5]=1)[C:19]1[CH:20]=[CH:21][N:22]=[CH:23][CH:24]=1. (3) Given the reactants FC(F)(F)C(O)=O.[NH:8]1[CH2:11][CH:10]([OH:12])[CH2:9]1.C(O)(C(F)(F)F)=O.C(N(CC)CC)C.Br[C:28]1[CH:33]=[CH:32][C:31]([Br:34])=[CH:30][N:29]=1, predict the reaction product. The product is: [Br:34][C:31]1[CH:32]=[CH:33][C:28]([N:8]2[CH2:11][CH:10]([OH:12])[CH2:9]2)=[N:29][CH:30]=1. (4) Given the reactants C(OC([N:8]1[CH2:13][CH2:12][CH:11]([CH2:14][OH:15])[CH2:10][CH2:9]1)=O)(C)(C)C.I[CH3:17].[H-].[Na+].O, predict the reaction product. The product is: [CH3:17][O:15][CH2:14][CH:11]1[CH2:10][CH2:9][NH:8][CH2:13][CH2:12]1. (5) Given the reactants [CH2:1]([O:3][C:4](=[O:25])[CH2:5][C:6]1[CH:7]=[C:8]([C:14]2[CH:19]=[CH:18][C:17]([F:20])=[CH:16][C:15]=2[CH2:21][NH:22][CH2:23][CH3:24])[C:9]([O:12][CH3:13])=[CH:10][CH:11]=1)[CH3:2].[CH:26]1([C:29](Cl)=[O:30])[CH2:28][CH2:27]1, predict the reaction product. The product is: [CH2:1]([O:3][C:4](=[O:25])[CH2:5][C:6]1[CH:7]=[C:8]([C:14]2[CH:19]=[CH:18][C:17]([F:20])=[CH:16][C:15]=2[CH2:21][N:22]([C:29]([CH:26]2[CH2:28][CH2:27]2)=[O:30])[CH2:23][CH3:24])[C:9]([O:12][CH3:13])=[CH:10][CH:11]=1)[CH3:2].